This data is from Forward reaction prediction with 1.9M reactions from USPTO patents (1976-2016). The task is: Predict the product of the given reaction. (1) The product is: [ClH:63].[C:1]([C:5]1[CH:6]=[C:7]([NH:17][C:18]([NH:20][C:21]2[C:30]3[C:25](=[CH:26][CH:27]=[CH:28][CH:29]=3)[C:24]([O:31][C:32]3[CH:37]=[CH:36][N:35]=[C:34]([NH:38][C:39]4[CH:44]=[CH:43][C:42]([C:45](=[O:56])[NH:46][CH2:47][CH2:48][N:49]5[CH2:54][CH2:53][S:52](=[O:55])[CH2:51][CH2:50]5)=[C:41]([O:57][CH3:58])[CH:40]=4)[CH:33]=3)=[CH:23][CH:22]=2)=[O:19])[C:8]([O:15][CH3:16])=[C:9]([CH:14]=1)[C:10]([OH:12])=[O:11])([CH3:4])([CH3:2])[CH3:3]. Given the reactants [C:1]([C:5]1[CH:6]=[C:7]([NH:17][C:18]([NH:20][C:21]2[C:30]3[C:25](=[CH:26][CH:27]=[CH:28][CH:29]=3)[C:24]([O:31][C:32]3[CH:37]=[CH:36][N:35]=[C:34]([NH:38][C:39]4[CH:44]=[CH:43][C:42]([C:45](=[O:56])[NH:46][CH2:47][CH2:48][N:49]5[CH2:54][CH2:53][S:52](=[O:55])[CH2:51][CH2:50]5)=[C:41]([O:57][CH3:58])[CH:40]=4)[CH:33]=3)=[CH:23][CH:22]=2)=[O:19])[C:8]([O:15][CH3:16])=[C:9]([CH:14]=1)[C:10]([O:12]C)=[O:11])([CH3:4])([CH3:3])[CH3:2].CO.[Li+].[OH-].[ClH:63], predict the reaction product. (2) Given the reactants [C:1]1([NH:7][C:8]2[CH:20]=[CH:19][C:11]3[O:12][C:13]4[CH:18]=[CH:17][CH:16]=[CH:15][C:14]=4[C:10]=3[CH:9]=2)[CH:6]=[CH:5][CH:4]=[CH:3][CH:2]=1.[Br:21][C:22]1[CH:27]=[CH:26][C:25](I)=[CH:24][CH:23]=1.C1(P(C2C=CC=CC=2)C2C=CC=CC=2)C=CC=CC=1.CC(C)([O-])C.[Na+], predict the reaction product. The product is: [Br:21][C:22]1[CH:27]=[CH:26][C:25]([N:7]([C:1]2[CH:6]=[CH:5][CH:4]=[CH:3][CH:2]=2)[C:8]2[CH:20]=[CH:19][C:11]3[O:12][C:13]4[CH:18]=[CH:17][CH:16]=[CH:15][C:14]=4[C:10]=3[CH:9]=2)=[CH:24][CH:23]=1. (3) Given the reactants [OH:1][CH2:2][CH2:3][O:4][CH2:5][C:6]([CH3:9])([OH:8])[CH3:7].[C:10]1([CH3:20])[CH:15]=[CH:14][C:13]([S:16](Cl)(=[O:18])=[O:17])=[CH:12][CH:11]=1.O, predict the reaction product. The product is: [CH3:20][C:10]1[CH:15]=[CH:14][C:13]([S:16]([O:1][CH2:2][CH2:3][O:4][CH2:5][C:6]([OH:8])([CH3:9])[CH3:7])(=[O:18])=[O:17])=[CH:12][CH:11]=1. (4) Given the reactants Cl[C:2]1[C:7]([Cl:8])=[CH:6][C:5]([C:9]([F:12])([F:11])[F:10])=[CH:4][N:3]=1.[S:13]1[CH:17]=[CH:16][CH:15]=[C:14]1[CH2:18][NH:19][S:20]([C:23]1[CH:32]=[CH:31][C:26]([C:27]([O:29][CH3:30])=[O:28])=[CH:25][CH:24]=1)(=[O:22])=[O:21], predict the reaction product. The product is: [Cl:8][C:7]1[C:2]([N:19]([CH2:18][C:14]2[S:13][CH:17]=[CH:16][CH:15]=2)[S:20]([C:23]2[CH:24]=[CH:25][C:26]([C:27]([O:29][CH3:30])=[O:28])=[CH:31][CH:32]=2)(=[O:21])=[O:22])=[N:3][CH:4]=[C:5]([C:9]([F:12])([F:11])[F:10])[CH:6]=1. (5) Given the reactants [CH:1]1([N:7]([CH2:22][CH2:23][NH:24][CH2:25][CH2:26][C:27]2[C:32]3[O:33][CH2:34][C:35](=[O:37])[NH:36][C:31]=3[C:30]([OH:38])=[CH:29][CH:28]=2)[C:8](=[O:21])[CH2:9][CH2:10][NH:11]CC2C=CC(Cl)=C(Cl)C=2)[CH2:6]CC[CH2:3][CH2:2]1.C1(N)CCCCC1.[C:46]1([CH2:52][CH2:53]N)[CH:51]=[CH:50][CH:49]=[CH:48][CH:47]=1.ClC1C=C(CN)C=CC=1Cl, predict the reaction product. The product is: [CH:1]1([N:7]([CH2:22][CH2:23][NH:24][CH2:25][CH2:26][C:27]2[C:32]3[O:33][CH2:34][C:35](=[O:37])[NH:36][C:31]=3[C:30]([OH:38])=[CH:29][CH:28]=2)[C:8](=[O:21])[CH2:9][CH2:10][NH:11][CH2:53][CH2:52][C:46]2[CH:51]=[CH:50][CH:49]=[CH:48][CH:47]=2)[CH2:6][CH2:3][CH2:2]1. (6) Given the reactants I[C:2]1[CH:11]=[CH:10][CH:9]=[C:8]2[C:3]=1[CH2:4][CH2:5][N:6]1[C:16](=[O:17])[CH2:15][N:14]=[C:13]([C:18]3[CH:22]=[CH:21][N:20]([CH3:23])[N:19]=3)[CH:12]=[C:7]12.C([Sn](CCCC)(CCCC)[C:29]([O:31]CC)=[CH2:30])CCC.Cl, predict the reaction product. The product is: [C:29]([C:2]1[CH:11]=[CH:10][CH:9]=[C:8]2[C:3]=1[CH2:4][CH2:5][N:6]1[C:16](=[O:17])[CH2:15][N:14]=[C:13]([C:18]3[CH:22]=[CH:21][N:20]([CH3:23])[N:19]=3)[CH:12]=[C:7]12)(=[O:31])[CH3:30].